From a dataset of Catalyst prediction with 721,799 reactions and 888 catalyst types from USPTO. Predict which catalyst facilitates the given reaction. (1) Reactant: S(Cl)(Cl)=O.CC1SC(C(O)=O)=CC=1.CC1SC(C(Cl)=O)=CC=1.[CH3:23][O:24][C:25]1[CH:26]=[C:27]2[C:32](=[CH:33][C:34]=1[O:35][CH3:36])[N:31]=[CH:30][CH:29]=[C:28]2[O:37][C:38]1[CH:44]=[CH:43][C:41]([NH2:42])=[CH:40][CH:39]=1.[CH3:45][C:46]1[S:50][C:49]([C:51]([N:53]=[C:54]=[S:55])=[O:52])=[CH:48][CH:47]=1. Product: [CH3:23][O:24][C:25]1[CH:26]=[C:27]2[C:32](=[CH:33][C:34]=1[O:35][CH3:36])[N:31]=[CH:30][CH:29]=[C:28]2[O:37][C:38]1[CH:44]=[CH:43][C:41]([NH:42][C:54]([NH:53][C:51]([C:49]2[S:50][C:46]([CH3:45])=[CH:47][CH:48]=2)=[O:52])=[S:55])=[CH:40][CH:39]=1. The catalyst class is: 234. (2) Reactant: [BH4-].[Na+].[Cl:3][C:4]1[CH:9]=[CH:8][C:7]([C:10]([CH:12]2[CH2:14][CH:13]2[C:15]#[N:16])=[O:11])=[CH:6][CH:5]=1.[Cl-].[NH4+].C(OCC)C. Product: [Cl:3][C:4]1[CH:5]=[CH:6][C:7]([CH:10]([OH:11])[CH:12]2[CH2:14][CH:13]2[C:15]#[N:16])=[CH:8][CH:9]=1. The catalyst class is: 162. (3) Reactant: O.[OH-].[Li+].C(OP([CH:12]1[C:21](=[O:22])[N:20]2[C@H:15]([CH2:16][CH2:17][CH2:18][C@H:19]2[C:23]2[CH:28]=[CH:27][CH:26]=[C:25]([F:29])[CH:24]=2)[CH2:14][CH2:13]1)(=O)OCC)C.[CH3:30][O:31][C:32]1[CH:33]=[C:34]([CH:37]=[CH:38][C:39]=1[N:40]1[CH:44]=[C:43]([CH3:45])[N:42]=[CH:41]1)[CH:35]=O.C(OCC)(=O)C. Product: [F:29][C:25]1[CH:24]=[C:23]([C@@H:19]2[CH2:18][CH2:17][CH2:16][C@H:15]3[N:20]2[C:21](=[O:22])/[C:12](=[CH:35]/[C:34]2[CH:37]=[CH:38][C:39]([N:40]4[CH:44]=[C:43]([CH3:45])[N:42]=[CH:41]4)=[C:32]([O:31][CH3:30])[CH:33]=2)/[CH2:13][CH2:14]3)[CH:28]=[CH:27][CH:26]=1. The catalyst class is: 214. (4) The catalyst class is: 9. Product: [NH2:1][C:2]1[C:10]2[C:9]([CH3:11])=[C:8]([CH3:12])[N:7]=[N:6][C:5]=2[S:4][C:3]=1[C:13]([NH:59][CH2:58][C:55]1[CH:56]=[CH:57][C:52]([S:51]([F:63])([F:50])([F:60])([F:61])[F:62])=[CH:53][CH:54]=1)=[O:15]. Reactant: [NH2:1][C:2]1[C:10]2[C:9]([CH3:11])=[C:8]([CH3:12])[N:7]=[N:6][C:5]=2[S:4][C:3]=1[C:13]([OH:15])=O.C(N(CC)C(C)C)(C)C.CN(C(ON1N=NC2C=CC=NC1=2)=[N+](C)C)C.F[P-](F)(F)(F)(F)F.Cl.[F:50][S:51]([F:63])([F:62])([F:61])([F:60])[C:52]1[CH:57]=[CH:56][C:55]([CH2:58][NH2:59])=[CH:54][CH:53]=1. (5) Reactant: CCN(C(C)C)C(C)C.[Br:10][C:11]1[CH:19]=[CH:18][C:17]([F:20])=[CH:16][C:12]=1[C:13]([OH:15])=O.CCN=C=NCCCN(C)C.C1C=CC2N(O)N=NC=2C=1.[O:42]=[C:43]([N:61]1[CH2:66][CH2:65][NH:64][CH2:63][CH2:62]1)[CH2:44][NH:45][C:46](=[O:60])[C:47]1[CH:52]=[CH:51][C:50]([NH:53][C:54]2[CH:59]=[CH:58][CH:57]=[CH:56][CH:55]=2)=[CH:49][CH:48]=1.Cl. Product: [Br:10][C:11]1[CH:19]=[CH:18][C:17]([F:20])=[CH:16][C:12]=1[C:13]([N:64]1[CH2:65][CH2:66][N:61]([C:43](=[O:42])[CH2:44][NH:45][C:46](=[O:60])[C:47]2[CH:48]=[CH:49][C:50]([NH:53][C:54]3[CH:55]=[CH:56][CH:57]=[CH:58][CH:59]=3)=[CH:51][CH:52]=2)[CH2:62][CH2:63]1)=[O:15]. The catalyst class is: 18. (6) Reactant: [N:1]1[C:6]([C:7](OCC)=[O:8])=[CH:5][CH:4]=[CH:3][C:2]=1[C:12]([O:14][CH2:15][CH3:16])=[O:13].[BH4-].[Na+]. Product: [OH:8][CH2:7][C:6]1[N:1]=[C:2]([C:12]([O:14][CH2:15][CH3:16])=[O:13])[CH:3]=[CH:4][CH:5]=1. The catalyst class is: 8. (7) Reactant: [CH:1]1([NH:5][C:6]([C:8]2[CH:13]=[CH:12][C:11]([C:14]3[CH2:15][C:16]([C:28]4[CH:33]=[C:32]([Cl:34])[CH:31]=[C:30]([Cl:35])[CH:29]=4)([C:24]([F:27])([F:26])[F:25])[S:17][C:18]=3[C:19]([O:21]CC)=[O:20])=[CH:10][C:9]=2[CH3:36])=[O:7])[CH2:4][CH2:3][CH2:2]1.[OH-].[Li+].Cl. Product: [CH:1]1([NH:5][C:6]([C:8]2[CH:13]=[CH:12][C:11]([C:14]3[CH2:15][C:16]([C:28]4[CH:29]=[C:30]([Cl:35])[CH:31]=[C:32]([Cl:34])[CH:33]=4)([C:24]([F:27])([F:26])[F:25])[S:17][C:18]=3[C:19]([OH:21])=[O:20])=[CH:10][C:9]=2[CH3:36])=[O:7])[CH2:2][CH2:3][CH2:4]1. The catalyst class is: 30. (8) Reactant: [CH2:1]([N:6]1[C:14]2[N:13]=[C:12]([C:15]([F:18])([F:17])[F:16])[NH:11][C:10]=2[C:9](=[O:19])[NH:8][C:7]1=[S:20])[CH2:2][CH2:3][CH2:4][CH3:5].[OH-].[Na+].S(OC)(O[CH3:27])(=O)=O. Product: [CH3:27][S:20][C:7]1[N:6]([CH2:1][CH2:2][CH2:3][CH2:4][CH3:5])[C:14]2[N:13]=[C:12]([C:15]([F:18])([F:16])[F:17])[NH:11][C:10]=2[C:9](=[O:19])[N:8]=1. The catalyst class is: 6. (9) Reactant: [Cl:1][C:2]1[CH:3]=[C:4]([C:8]#[C:9][CH:10]([N:13]2[CH2:18][CH2:17][NH:16][CH2:15][CH2:14]2)[CH2:11][CH3:12])[CH:5]=[CH:6][CH:7]=1.C(N(CC)CC)C.Cl[C:27]([O:29][C:30]1[CH:35]=[CH:34][CH:33]=[CH:32][CH:31]=1)=[O:28]. Product: [C:30]1([O:29][C:27]([N:16]2[CH2:15][CH2:14][N:13]([CH:10]([CH2:11][CH3:12])[C:9]#[C:8][C:4]3[CH:5]=[CH:6][CH:7]=[C:2]([Cl:1])[CH:3]=3)[CH2:18][CH2:17]2)=[O:28])[CH:35]=[CH:34][CH:33]=[CH:32][CH:31]=1. The catalyst class is: 2. (10) Reactant: [F:1][C:2]([F:21])([F:20])[C:3]1[CH:4]=[CH:5][C:6]([NH:9][C:10]2[C:11]3[CH2:19][CH2:18][NH:17][CH2:16][C:12]=3[N:13]=[CH:14][N:15]=2)=[N:7][CH:8]=1.Cl[C:23]1[C:28]([S:29]([CH3:32])(=[O:31])=[O:30])=[CH:27][CH:26]=[CH:25][N:24]=1.C(N(CC)C(C)C)(C)C. Product: [CH3:32][S:29]([C:28]1[C:23]([N:17]2[CH2:18][CH2:19][C:11]3[C:10]([NH:9][C:6]4[CH:5]=[CH:4][C:3]([C:2]([F:20])([F:1])[F:21])=[CH:8][N:7]=4)=[N:15][CH:14]=[N:13][C:12]=3[CH2:16]2)=[N:24][CH:25]=[CH:26][CH:27]=1)(=[O:31])=[O:30]. The catalyst class is: 10.